Predict the reaction yield, written as a fraction of the theoretical maximum amount of product (1.0 means a 100% yield; for example, 0.34 means a 34% yield). From a dataset of Reaction yield outcomes from USPTO patents with 853,638 reactions. (1) The reactants are [H-].[Na+].[C:3](=[O:8])([O:6][CH3:7])OC.[F:9][C:10]1[CH:11]=[C:12]2[C:17](=[CH:18][C:19]=1[O:20][CH3:21])[C:16](=[O:22])[CH2:15][CH2:14][CH2:13]2.C(O)(=O)C. The catalyst is O1CCCC1.O. The product is [F:9][C:10]1[CH:11]=[C:12]2[C:17](=[CH:18][C:19]=1[O:20][CH3:21])[C:16](=[O:22])[CH:15]([C:3]([O:6][CH3:7])=[O:8])[CH2:14][CH2:13]2. The yield is 0.480. (2) The reactants are S(=O)(=O)(O)O.[NH2:6][C:7]1[N:15]=[C:14]([Cl:16])[CH:13]=[CH:12][C:8]=1[C:9]([OH:11])=[O:10].C(=O)([O-])O.[Na+].[CH2:22](O)[CH3:23]. No catalyst specified. The product is [CH2:22]([O:10][C:9](=[O:11])[C:8]1[CH:12]=[CH:13][C:14]([Cl:16])=[N:15][C:7]=1[NH2:6])[CH3:23]. The yield is 0.740. (3) The reactants are C1(C)C=CC=CC=1.[NH2:8][C:9]1[CH:10]=[C:11]([CH2:18][NH:19][C:20](=[O:26])[O:21][C:22]([CH3:25])([CH3:24])[CH3:23])[CH:12]=[CH:13][C:14]=1[N+:15]([O-:17])=[O:16].[CH2:27]([O:29][C:30]1[CH:35]=[CH:34][C:33]([CH2:36][C:37](Cl)=[O:38])=[CH:32][CH:31]=1)[CH3:28]. The catalyst is [Zn].CCOC(C)=O. The product is [CH2:27]([O:29][C:30]1[CH:35]=[CH:34][C:33]([CH2:36][C:37]([NH:8][C:9]2[CH:10]=[C:11]([CH2:18][NH:19][C:20](=[O:26])[O:21][C:22]([CH3:23])([CH3:25])[CH3:24])[CH:12]=[CH:13][C:14]=2[N+:15]([O-:17])=[O:16])=[O:38])=[CH:32][CH:31]=1)[CH3:28]. The yield is 0.670. (4) The reactants are [C:1]([N:4]1[CH2:9][CH2:8][N:7]([C:10]2[CH:11]=[CH:12][C:13]([CH2:16][CH2:17][C:18]3[S:22][C:21]([CH2:23][CH2:24][NH:25][C:26]([NH:28][NH:29]C(OC(C)(C)C)=O)=[O:27])=[CH:20][CH:19]=3)=[N:14][CH:15]=2)[CH2:6][CH2:5]1)(=[O:3])[CH3:2].O1CCOCC1.Cl. No catalyst specified. The product is [C:1]([N:4]1[CH2:9][CH2:8][N:7]([C:10]2[CH:11]=[CH:12][C:13]([CH2:16][CH2:17][C:18]3[S:22][C:21]([CH2:23][CH2:24][NH:25][C:26]([NH:28][NH2:29])=[O:27])=[CH:20][CH:19]=3)=[N:14][CH:15]=2)[CH2:6][CH2:5]1)(=[O:3])[CH3:2]. The yield is 0.425. (5) The reactants are [CH2:1]([Mg]Br)[CH:2]=[CH2:3].[CH:6](=[N:13][S:14]([C:17]1[CH:22]=[CH:21][CH:20]=[CH:19][CH:18]=1)(=[O:16])=[O:15])[C:7]1[CH:12]=[CH:11][CH:10]=[CH:9][CH:8]=1. The catalyst is CCOCC.C1COCC1.[Cl-].[Na+].O. The product is [C:7]1([CH:6]([NH:13][S:14]([C:17]2[CH:22]=[CH:21][CH:20]=[CH:19][CH:18]=2)(=[O:15])=[O:16])[CH2:3][CH:2]=[CH2:1])[CH:8]=[CH:9][CH:10]=[CH:11][CH:12]=1. The yield is 0.650.